Dataset: Full USPTO retrosynthesis dataset with 1.9M reactions from patents (1976-2016). Task: Predict the reactants needed to synthesize the given product. (1) Given the product [F:33][C:30]1[CH:31]=[CH:32][C:27]([N:24]2[C:20]3[CH2:21][CH2:22][CH2:23][N:18]([C:16](=[O:17])[CH2:15][N:25]4[C:3]5=[N:4][CH:6]=[CH:23][CH:22]=[C:21]5[CH:20]=[N:24]4)[C:19]=3[CH:26]=[N:25]2)=[CH:28][CH:29]=1, predict the reactants needed to synthesize it. The reactants are: CO.[CH3:3][N:4]([CH:6]=O)C.C([O-])([O-])=O.[K+].[K+].Cl[CH2:15][C:16]([N:18]1[CH2:23][CH2:22][CH2:21][C:20]2[N:24]([C:27]3[CH:32]=[CH:31][C:30]([F:33])=[CH:29][CH:28]=3)[N:25]=[CH:26][C:19]1=2)=[O:17]. (2) Given the product [CH3:39][C:40]([NH:41][C:12]([C:10]1[CH:9]=[CH:8][C:7]([CH:15]2[CH2:19][CH2:18][O:17][CH2:16]2)=[C:6]([O:5][CH2:4][CH:1]2[CH2:2][CH2:3]2)[N:11]=1)=[O:14])([C:42]1[N:46]=[C:45]([CH3:47])[O:44][N:43]=1)[CH3:48], predict the reactants needed to synthesize it. The reactants are: [CH:1]1([CH2:4][O:5][C:6]2[N:11]=[C:10]([C:12]([OH:14])=O)[CH:9]=[CH:8][C:7]=2[CH:15]2[CH2:19][CH2:18][O:17][CH2:16]2)[CH2:3][CH2:2]1.C1(COC2N=C(C(O)=O)C=CC=2C2CCCO2)CC1.[CH3:39][C:40]([CH3:48])([C:42]1[N:46]=[C:45]([CH3:47])[O:44][N:43]=1)[NH2:41]. (3) Given the product [CH:1]#[C:2][CH2:3][NH:4][C@H:5]1[C:9]2[CH:10]=[CH:11][CH:12]=[CH:13][C:8]=2[CH2:7][CH2:6]1.[C:14]([O-:19])(=[O:18])[C:15]([O-:17])=[O:16], predict the reactants needed to synthesize it. The reactants are: [CH:1]#[C:2][CH2:3][NH:4][C@H:5]1[C:9]2[CH:10]=[CH:11][CH:12]=[CH:13][C:8]=2[CH2:7][CH2:6]1.[C:14]([OH:19])(=[O:18])[C:15]([OH:17])=[O:16]. (4) Given the product [CH3:4][C:3]([CH3:6])([CH3:5])[CH:2]([S:15][C:13](=[O:16])[CH3:14])[C:7]1[CH:12]=[CH:11][CH:10]=[CH:9][CH:8]=1, predict the reactants needed to synthesize it. The reactants are: Br[CH:2]([C:7]1[CH:12]=[CH:11][CH:10]=[CH:9][CH:8]=1)[C:3]([CH3:6])([CH3:5])[CH3:4].[C:13]([O-:16])(=[S:15])[CH3:14].[K+]. (5) Given the product [C:4]1([CH3:5])[CH:12]=[CH:13][C:14]([C:13]2[C:14]([C:15]([CH3:17])([CH3:18])[CH3:16])=[CH:2][C:3]3[C:7]4[C:6](=[CH:11][C:10]([C:28]5[CH:29]=[CH:30][C:25]([CH3:24])=[CH:26][CH:27]=5)=[C:9]([C:19]([CH3:21])([CH3:20])[CH3:22])[CH:8]=4)[CH2:5][C:4]=3[CH:12]=2)=[CH:2][CH:3]=1, predict the reactants needed to synthesize it. The reactants are: Br[C:2]1[C:14]([C:15]([CH3:18])([CH3:17])[CH3:16])=[CH:13][C:12]2[C:11]3[C:6](=[CH:7][C:8](Br)=[C:9]([C:19]([CH3:22])([CH3:21])[CH3:20])[CH:10]=3)[CH2:5][C:4]=2[CH:3]=1.[CH3:24][C:25]1[CH:30]=[CH:29][C:28](OB(O)O)=[CH:27][CH:26]=1.C(=O)([O-])[O-].[Na+].[Na+].Cl.